This data is from Peptide-MHC class II binding affinity with 134,281 pairs from IEDB. The task is: Regression. Given a peptide amino acid sequence and an MHC pseudo amino acid sequence, predict their binding affinity value. This is MHC class II binding data. (1) The peptide sequence is TAYEGQRVVFIQPSPV. The MHC is DRB1_0701 with pseudo-sequence DRB1_0701. The binding affinity (normalized) is 0.650. (2) The peptide sequence is VWGQKYFKGNFERLA. The MHC is HLA-DPA10103-DPB10401 with pseudo-sequence HLA-DPA10103-DPB10401. The binding affinity (normalized) is 0.751. (3) The peptide sequence is PALLALLALPALLLL. The MHC is HLA-DPA10103-DPB10401 with pseudo-sequence HLA-DPA10103-DPB10401. The binding affinity (normalized) is 0.118. (4) The peptide sequence is GTWTYDGSVVA. The MHC is DRB1_0404 with pseudo-sequence DRB1_0404. The binding affinity (normalized) is 0.0514.